From a dataset of Forward reaction prediction with 1.9M reactions from USPTO patents (1976-2016). Predict the product of the given reaction. (1) Given the reactants [NH2:1][C@H:2]1[CH2:7][CH2:6][N:5]([CH2:8][CH2:9][N:10]2[C:19]3[C:14](=[CH:15][CH:16]=[C:17]([C:20]#[N:21])[CH:18]=3)[CH:13]=[CH:12][C:11]2=[O:22])[CH2:4][C@H:3]1[O:23][CH3:24].[O:25]=[C:26]1[CH2:31][O:30][C:29]2[CH:32]=[CH:33][C:34]([CH:36]=O)=[N:35][C:28]=2[NH:27]1.C(O[BH-](OC(=O)C)OC(=O)C)(=O)C.[Na+], predict the reaction product. The product is: [CH3:24][O:23][C@H:3]1[C@@H:2]([NH:1][CH2:36][C:34]2[CH:33]=[CH:32][C:29]3[O:30][CH2:31][C:26](=[O:25])[NH:27][C:28]=3[N:35]=2)[CH2:7][CH2:6][N:5]([CH2:8][CH2:9][N:10]2[C:19]3[C:14](=[CH:15][CH:16]=[C:17]([C:20]#[N:21])[CH:18]=3)[CH:13]=[CH:12][C:11]2=[O:22])[CH2:4]1. (2) Given the reactants C(OC([N:8]=[C:9]([NH:41]C(OC(C)(C)C)=O)[NH:10][C@H:11]1[CH2:16][CH2:15][C@H:14]([NH:17][C:18]2[CH:37]=[CH:36][C:35]([N+:38]([O-:40])=[O:39])=[CH:34][C:19]=2[C:20]([NH:22][CH2:23][C:24]2[CH:29]=[CH:28][C:27]([O:30][CH3:31])=[C:26]([O:32][CH3:33])[CH:25]=2)=[O:21])[CH2:13][CH2:12]1)=O)(C)(C)C.[ClH:49], predict the reaction product. The product is: [ClH:49].[CH3:33][O:32][C:26]1[CH:25]=[C:24]([CH:29]=[CH:28][C:27]=1[O:30][CH3:31])[CH2:23][NH:22][C:20](=[O:21])[C:19]1[CH:34]=[C:35]([N+:38]([O-:40])=[O:39])[CH:36]=[CH:37][C:18]=1[NH:17][C@H:14]1[CH2:15][CH2:16][C@H:11]([NH:10][C:9]([NH2:41])=[NH:8])[CH2:12][CH2:13]1.